This data is from Forward reaction prediction with 1.9M reactions from USPTO patents (1976-2016). The task is: Predict the product of the given reaction. (1) Given the reactants Br[C:2]1[C:3]2[N:4]([C:8]([CH3:11])=[N:9][N:10]=2)[CH:5]=[CH:6][CH:7]=1.C([Sn](CCCC)(CCCC)[C:17](=[CH2:28])[C:18]([O:20]CC1C=CC=CC=1)=[O:19])CCC, predict the reaction product. The product is: [CH3:11][C:8]1[N:4]2[CH:5]=[CH:6][CH:7]=[C:2]([CH:17]([CH3:28])[C:18]([OH:20])=[O:19])[C:3]2=[N:10][N:9]=1. (2) Given the reactants [F:1][C:2]1[CH:7]=[C:6]([N:8]2[CH2:13][CH2:12][O:11][CH2:10][CH2:9]2)[C:5]([F:14])=[CH:4][C:3]=1[N:15]1[CH:20]=[C:19]([O:21][CH3:22])[C:18](=[O:23])[C:17]([C:24](O)=[O:25])=[N:16]1.C1C=C[C:30]2[N:35]([OH:36])N=NC=2C=1.[CH2:37](N(CC)CC)C.CCN=C=NCCCN(C)C, predict the reaction product. The product is: [F:1][C:2]1[CH:7]=[C:6]([N:8]2[CH2:9][CH2:10][O:11][CH2:12][CH2:13]2)[C:5]([F:14])=[CH:4][C:3]=1[N:15]1[CH:20]=[C:19]([O:21][CH3:22])[C:18](=[O:23])[C:17]([C:24]([N:35]([O:36][CH3:37])[CH3:30])=[O:25])=[N:16]1. (3) Given the reactants [C:1](#N)C.[Br:4][C:5]1[CH:6]=[C:7]([C@H:11]([NH:14][C:15](=[O:21])[O:16][C:17]([CH3:20])([CH3:19])[CH3:18])[CH2:12][OH:13])[CH:8]=[CH:9][CH:10]=1, predict the reaction product. The product is: [Br:4][C:5]1[CH:6]=[C:7]([C@H:11]([NH:14][C:15](=[O:21])[O:16][C:17]([CH3:18])([CH3:20])[CH3:19])[CH2:12][O:13][CH3:1])[CH:8]=[CH:9][CH:10]=1.